Task: Predict the reaction yield, written as a fraction of the theoretical maximum amount of product (1.0 means a 100% yield; for example, 0.34 means a 34% yield).. Dataset: Reaction yield outcomes from USPTO patents with 853,638 reactions (1) The reactants are C[O:2][C:3]([C:5]1[N:6]=[C:7]([CH2:15][CH2:16][S:17][CH3:18])[C:8]2[C:13]([CH:14]=1)=[CH:12][CH:11]=[CH:10][CH:9]=2)=[O:4].[Li+].[OH-].C1COCC1. The catalyst is CO. The product is [CH3:18][S:17][CH2:16][CH2:15][C:7]1[C:8]2[C:13](=[CH:12][CH:11]=[CH:10][CH:9]=2)[CH:14]=[C:5]([C:3]([OH:4])=[O:2])[N:6]=1. The yield is 0.910. (2) The reactants are [Br:1][C:2]1[CH:7]=[C:6]([F:8])[CH:5]=[CH:4][C:3]=1[CH:9]1[C:14]([C:15]([O:17][CH2:18][CH3:19])=[O:16])=[C:13]([CH2:20]Br)[NH:12][C:11]([C:22]2[S:23][CH:24]=[CH:25][N:26]=2)=[N:10]1.Cl.[NH:28]1[CH2:33][CH2:32][O:31][C@H:30]([CH2:34][OH:35])[CH2:29]1. No catalyst specified. The product is [Br:1][C:2]1[CH:7]=[C:6]([F:8])[CH:5]=[CH:4][C:3]=1[CH:9]1[C:14]([C:15]([O:17][CH2:18][CH3:19])=[O:16])=[C:13]([CH2:20][N:28]2[CH2:33][CH2:32][O:31][C@H:30]([CH2:34][OH:35])[CH2:29]2)[NH:12][C:11]([C:22]2[S:23][CH:24]=[CH:25][N:26]=2)=[N:10]1. The yield is 0.230. (3) The reactants are N[C:2]1[C:7]([N+:8]([O-:10])=[O:9])=[CH:6][C:5]([Br:11])=[CH:4][N:3]=1.C(ON=O)(C)(C)C.[C:19](#[N:21])C. No catalyst specified. The product is [Br:11][C:5]1[CH:6]=[C:7]([N+:8]([O-:10])=[O:9])[C:2]([C:19]#[N:21])=[N:3][CH:4]=1. The yield is 0.410.